This data is from Catalyst prediction with 721,799 reactions and 888 catalyst types from USPTO. The task is: Predict which catalyst facilitates the given reaction. (1) The catalyst class is: 381. Reactant: [CH2:1]([O:3][C:4]1[CH:9]=[CH:8][C:7]([C:10]2[S:14][N:13]=[C:12]([C:15]3[CH:20]=[CH:19][C:18]([CH2:21][CH2:22][C:23]([O:25]C(C)(C)C)=[O:24])=[CH:17][C:16]=3[CH3:30])[N:11]=2)=[CH:6][C:5]=1[CH:31]=[CH2:32])[CH3:2].[H][H]. Product: [CH2:31]([C:5]1[CH:6]=[C:7]([C:10]2[S:14][N:13]=[C:12]([C:15]3[CH:20]=[CH:19][C:18]([CH2:21][CH2:22][C:23]([OH:25])=[O:24])=[CH:17][C:16]=3[CH3:30])[N:11]=2)[CH:8]=[CH:9][C:4]=1[O:3][CH2:1][CH3:2])[CH3:32]. (2) Reactant: [Cl:1][C:2]1[CH:7]=[CH:6][CH:5]=[C:4]([F:8])[C:3]=1[C:9]1[N:10]=[C:11]2[CH:16]=[CH:15][CH:14]=[C:13](F)[N:12]2[C:18]=1[NH:19][C:20]1[CH:29]=[CH:28][C:23]2[O:24][CH2:25][CH2:26][O:27][C:22]=2[CH:21]=1. Product: [Cl:1][C:2]1[CH:7]=[CH:6][CH:5]=[C:4]([F:8])[C:3]=1[C:9]1[N:10]=[C:11]2[CH:16]=[CH:15][CH:14]=[C:13]([O:24][CH:23]([CH3:28])[CH3:22])[N:12]2[C:18]=1[NH:19][C:20]1[CH:29]=[CH:28][C:23]2[O:24][CH2:25][CH2:26][O:27][C:22]=2[CH:21]=1. The catalyst class is: 32. (3) Reactant: [F:1][C:2]1[CH:24]=[C:23]([F:25])[CH:22]=[CH:21][C:3]=1[CH2:4][C@H:5]1[CH2:10][C@@H:9]([C:11]2[O:15][NH:14][C:13](=[O:16])[CH:12]=2)[CH2:8][CH2:7][N:6]1C(OC)=O.C(O)(=O)C. Product: [F:1][C:2]1[CH:24]=[C:23]([F:25])[CH:22]=[CH:21][C:3]=1[CH2:4][C@H:5]1[CH2:10][C@@H:9]([C:11]2[O:15][NH:14][C:13](=[O:16])[CH:12]=2)[CH2:8][CH2:7][NH:6]1. The catalyst class is: 201. (4) Reactant: [C:1]([C:4]1[CH:5]=[C:6]2[C:11](=[CH:12][CH:13]=1)[N:10]([CH:14]1[CH2:19][CH2:18][O:17][CH2:16][CH2:15]1)[C:9](=[O:20])[N:8]([CH2:21][C:22]1[CH:27]=[CH:26][C:25]([O:28][CH3:29])=[C:24]([O:30][CH3:31])[CH:23]=1)[C:7]2=[O:32])(=[O:3])[CH3:2].[BH4-].[Na+].O.Cl. Product: [CH3:31][O:30][C:24]1[CH:23]=[C:22]([CH:27]=[CH:26][C:25]=1[O:28][CH3:29])[CH2:21][N:8]1[C:7](=[O:32])[C:6]2[C:11](=[CH:12][CH:13]=[C:4]([CH:1]([OH:3])[CH3:2])[CH:5]=2)[N:10]([CH:14]2[CH2:15][CH2:16][O:17][CH2:18][CH2:19]2)[C:9]1=[O:20]. The catalyst class is: 5. (5) Reactant: Br[C:2]1[CH:7]=[CH:6][C:5]([Cl:8])=[C:4]([CH2:9][C:10]2[CH:15]=[CH:14][C:13]([O:16][CH2:17][CH3:18])=[CH:12][CH:11]=2)[CH:3]=1.C([Li])CCC.[CH3:24][Si:25]([CH3:51])([CH3:50])[O:26][C@@H:27]1[C@@H:32]([O:33][Si:34]([CH3:37])([CH3:36])[CH3:35])[C@H:31]([O:38][Si:39]([CH3:42])([CH3:41])[CH3:40])[C@@H:30]([CH2:43][O:44][Si:45]([CH3:48])([CH3:47])[CH3:46])[O:29][C:28]1=[O:49]. Product: [Cl:8][C:5]1[CH:6]=[CH:7][C:2]([C@@:28]2([OH:49])[C@H:27]([O:26][Si:25]([CH3:51])([CH3:50])[CH3:24])[C@@H:32]([O:33][Si:34]([CH3:35])([CH3:36])[CH3:37])[C@H:31]([O:38][Si:39]([CH3:42])([CH3:41])[CH3:40])[C@@H:30]([CH2:43][O:44][Si:45]([CH3:48])([CH3:47])[CH3:46])[O:29]2)=[CH:3][C:4]=1[CH2:9][C:10]1[CH:15]=[CH:14][C:13]([O:16][CH2:17][CH3:18])=[CH:12][CH:11]=1. The catalyst class is: 7. (6) Reactant: [CH:1]1[CH:2]=[CH:3][C:4]2[N:16]([C:17]([NH2:19])=[O:18])[C:15]3[CH:14]=[CH:13][CH:12]=[CH:11][C:10]=3[C:8](=[O:9])[CH2:7][C:5]=2[CH:6]=1.CN(C)C=O.C(O)=O.C(N(CC)CC)C. Product: [CH:1]1[CH:2]=[CH:3][C:4]2[N:16]([C:17]([NH2:19])=[O:18])[C:15]3[CH:14]=[CH:13][CH:12]=[CH:11][C:10]=3[C@@H:8]([OH:9])[CH2:7][C:5]=2[CH:6]=1. The catalyst class is: 4. (7) Reactant: [C:1]([Si:5](Cl)([C:12]1[CH:17]=[CH:16][CH:15]=[CH:14][CH:13]=1)[C:6]1[CH:11]=[CH:10][CH:9]=[CH:8][CH:7]=1)([CH3:4])([CH3:3])[CH3:2].[F:19][C:20]([F:36])([F:35])[C:21]([NH:23][C@H:24]1[C:33]2[C:28](=[CH:29][CH:30]=[CH:31][CH:32]=2)[C@H:27]([OH:34])[CH2:26][CH2:25]1)=[O:22].N1C=CN=C1. Product: [Si:5]([O:34][C@H:27]1[C:28]2[C:33](=[CH:32][CH:31]=[CH:30][CH:29]=2)[C@H:24]([NH:23][C:21](=[O:22])[C:20]([F:35])([F:36])[F:19])[CH2:25][CH2:26]1)([C:1]([CH3:4])([CH3:3])[CH3:2])([C:12]1[CH:17]=[CH:16][CH:15]=[CH:14][CH:13]=1)[C:6]1[CH:11]=[CH:10][CH:9]=[CH:8][CH:7]=1. The catalyst class is: 31.